From a dataset of Forward reaction prediction with 1.9M reactions from USPTO patents (1976-2016). Predict the product of the given reaction. (1) Given the reactants OC(C(F)(F)F)=O.[NH:8]1[CH2:11][CH:10]([C:12]2[CH:33]=[CH:32][C:15]3[C:16]4[N:17]=[C:18]([C:24]5[N:25]([CH:29]([CH3:31])[CH3:30])[N:26]=[CH:27][N:28]=5)[S:19][C:20]=4[CH2:21][CH2:22][O:23][C:14]=3[CH:13]=2)[CH2:9]1.C(N(CC)CC)C.[CH:41]([S:43]([CH3:46])(=[O:45])=[O:44])=[CH2:42], predict the reaction product. The product is: [CH:29]([N:25]1[C:24]([C:18]2[S:19][C:20]3[CH2:21][CH2:22][O:23][C:14]4[CH:13]=[C:12]([CH:10]5[CH2:11][N:8]([CH2:42][CH2:41][S:43]([CH3:46])(=[O:45])=[O:44])[CH2:9]5)[CH:33]=[CH:32][C:15]=4[C:16]=3[N:17]=2)=[N:28][CH:27]=[N:26]1)([CH3:31])[CH3:30]. (2) Given the reactants [CH3:1][C:2]1[N:7]=[CH:6][C:5]([C:8]([CH:10]2[CH2:22][CH2:21][C:13]3[N:14]=[C:15]([NH:17][C:18](=[O:20])[CH3:19])[S:16][C:12]=3[C:11]2=O)=O)=[CH:4][CH:3]=1.Cl.[Cl:25][C:26]1[CH:31]=[C:30]([N+:32]([O-:34])=[O:33])[CH:29]=[CH:28][C:27]=1[NH:35][NH2:36], predict the reaction product. The product is: [Cl:25][C:26]1[CH:31]=[C:30]([N+:32]([O-:34])=[O:33])[CH:29]=[CH:28][C:27]=1[N:35]1[C:11]2[C:12]3[S:16][C:15]([NH:17][C:18](=[O:20])[CH3:19])=[N:14][C:13]=3[CH2:21][CH2:22][C:10]=2[C:8]([C:5]2[CH:6]=[N:7][C:2]([CH3:1])=[CH:3][CH:4]=2)=[N:36]1.